This data is from Reaction yield outcomes from USPTO patents with 853,638 reactions. The task is: Predict the reaction yield, written as a fraction of the theoretical maximum amount of product (1.0 means a 100% yield; for example, 0.34 means a 34% yield). (1) The reactants are [CH2:1]([N:8]([CH2:26][C@@H:27]([OH:46])[C@@H:28]([NH:36][C:37]([O:39][CH2:40][C:41]1[S:45][CH:44]=[N:43][CH:42]=1)=[O:38])[CH2:29][C:30]1[CH:35]=[CH:34][CH:33]=[CH:32][CH:31]=1)[C:9](=[O:25])[O:10]CC1C2CC3C(=CC=CC=3)C=2C=CC=1)[C:2]1[CH:7]=[CH:6][CH:5]=[CH:4][CH:3]=1.C(NCC)C.C([O-])(O)=O.[Na+].C(OC(O[C:60]([CH3:63])([CH3:62])[CH3:61])=O)(O[C:60]([CH3:63])([CH3:62])[CH3:61])=O.Cl. The catalyst is CC#N.O. The product is [CH2:1]([N:8]([CH2:26][C@@H:27]([OH:46])[C@@H:28]([NH:36][C:37]([O:39][CH2:40][C:41]1[S:45][CH:44]=[N:43][CH:42]=1)=[O:38])[CH2:29][C:30]1[CH:31]=[CH:32][CH:33]=[CH:34][CH:35]=1)[C:9](=[O:25])[O:10][C:60]([CH3:63])([CH3:62])[CH3:61])[C:2]1[CH:7]=[CH:6][CH:5]=[CH:4][CH:3]=1. The yield is 0.740. (2) The reactants are [H-].[Na+].[C:3]([O:12][CH2:13][CH:14]=[CH2:15])(=[O:11])[CH2:4][C:5]([O:7][CH2:8][CH:9]=[CH2:10])=[O:6].Cl[CH2:17][C:18]1[CH:27]=[CH:26][C:21]([C:22]([O:24][CH3:25])=[O:23])=[CH:20][CH:19]=1.Cl. The catalyst is O1CCOCC1.C1COCC1.O. The product is [CH3:25][O:24][C:22]([C:21]1[CH:26]=[CH:27][C:18]([CH2:17][CH:4]([C:5]([O:7][CH2:8][CH:9]=[CH2:10])=[O:6])[C:3]([O:12][CH2:13][CH:14]=[CH2:15])=[O:11])=[CH:19][CH:20]=1)=[O:23]. The yield is 0.850.